Dataset: Reaction yield outcomes from USPTO patents with 853,638 reactions. Task: Predict the reaction yield, written as a fraction of the theoretical maximum amount of product (1.0 means a 100% yield; for example, 0.34 means a 34% yield). (1) The reactants are [CH3:1][O:2][C:3](=[O:16])[C@@H:4]([NH:8][C:9]([O:11][C:12]([CH3:15])([CH3:14])[CH3:13])=[O:10])[CH2:5][CH2:6]Br.[Na+].[I-:18]. The catalyst is CC(C)=O. The product is [CH3:1][O:2][C:3](=[O:16])[C@@H:4]([NH:8][C:9]([O:11][C:12]([CH3:15])([CH3:14])[CH3:13])=[O:10])[CH2:5][CH2:6][I:18]. The yield is 0.920. (2) The reactants are [CH2:1]([O:3][C:4]1[N:9]=[C:8]([S:10][CH3:11])[N:7]=[C:6]([C:12]2[S:16][C:15]([C:17](=[O:19])[CH3:18])=[CH:14][CH:13]=2)[CH:5]=1)[CH3:2].C[Si]([N-][Si](C)(C)C)(C)C.[Li+].[F:30][C:31]([F:38])([F:37])[C:32](OCC)=[O:33].Cl. The catalyst is C1COCC1.O. The product is [CH2:1]([O:3][C:4]1[N:9]=[C:8]([S:10][CH3:11])[N:7]=[C:6]([C:12]2[S:16][C:15]([C:17](=[O:19])[CH2:18][C:32](=[O:33])[C:31]([F:38])([F:37])[F:30])=[CH:14][CH:13]=2)[CH:5]=1)[CH3:2]. The yield is 0.980. (3) The reactants are [F:1][C:2]([F:12])([F:11])[C:3](=[O:10])[CH:4]([CH3:9])[C:5]([NH:7]O)=[O:6].O. The catalyst is OS(O)(=O)=O. The product is [CH3:9][C:4]1[C:5]([OH:6])=[N:7][O:10][C:3]=1[C:2]([F:12])([F:11])[F:1]. The yield is 0.440. (4) The reactants are CS(C)=O.[C:5](Cl)(=[O:9])[C:6](Cl)=O.[OH:11][CH2:12][CH2:13][CH2:14][CH:15]1[CH2:20][CH2:19][N:18]([C:21]([OH:23])=O)[CH2:17][CH2:16]1.Cl. The catalyst is ClCCl.C(N(CC)CC)C. The product is [O:11]=[CH:12][CH2:13][CH2:14][CH:15]1[CH2:16][CH2:17][N:18]([C:21]([O:9][CH2:5][C:6]2[CH:16]=[CH:15][CH:14]=[CH:13][CH:12]=2)=[O:23])[CH2:19][CH2:20]1. The yield is 0.830. (5) The reactants are [Cl:1][C:2]1[CH:3]=[C:4]([C:9]([CH3:13])([CH3:12])[CH:10]=[O:11])[CH:5]=[CH:6][C:7]=1[Cl:8].[CH3:14][Mg+].[Br-]. The catalyst is CCOCC. The product is [Cl:1][C:2]1[CH:3]=[C:4]([C:9]([CH3:13])([CH3:12])[CH:10]([OH:11])[CH3:14])[CH:5]=[CH:6][C:7]=1[Cl:8]. The yield is 0.900. (6) The reactants are Cl[S:2]([C:5]1[CH:6]=[CH:7][C:8]([F:14])=[C:9]([CH:13]=1)[C:10]([OH:12])=[O:11])(=[O:4])=[O:3].[CH3:15][N:16]1[CH2:21][CH2:20][NH:19][CH2:18][CH2:17]1.C(N(CC)CC)C. The catalyst is CC(C)=O. The product is [F:14][C:8]1[CH:7]=[CH:6][C:5]([S:2]([N:19]2[CH2:20][CH2:21][N:16]([CH3:15])[CH2:17][CH2:18]2)(=[O:4])=[O:3])=[CH:13][C:9]=1[C:10]([OH:12])=[O:11]. The yield is 0.242. (7) The reactants are [C:1](/[C:3](=[CH:9]\OCC)/[C:4]([O:6][CH2:7][CH3:8])=[O:5])#[N:2].Cl.[F:14][C:15]([F:26])([F:25])[O:16][C:17]1[CH:22]=[CH:21][C:20]([NH:23][NH2:24])=[CH:19][CH:18]=1.CC([O-])=O.[Na+]. The catalyst is CC(O)=O.O. The product is [NH2:2][C:1]1[N:23]([C:20]2[CH:19]=[CH:18][C:17]([O:16][C:15]([F:25])([F:26])[F:14])=[CH:22][CH:21]=2)[N:24]=[CH:9][C:3]=1[C:4]([O:6][CH2:7][CH3:8])=[O:5]. The yield is 0.940.